Dataset: Forward reaction prediction with 1.9M reactions from USPTO patents (1976-2016). Task: Predict the product of the given reaction. (1) Given the reactants [CH2:1]([C@H:8]([NH:32][C:33](=[O:43])[O:34][C@@H:35]1[C@H:42]2[C@H:38]([O:39][CH2:40][CH2:41]2)[O:37][CH2:36]1)[C@H:9]([OH:31])[CH2:10][N:11]([O:24][CH:25]1[CH2:30][CH2:29][CH2:28][CH2:27][CH2:26]1)[S:12]([C:15]1[CH:20]=[CH:19][C:18]([N+:21]([O-])=O)=[CH:17][CH:16]=1)(=[O:14])=[O:13])[C:2]1[CH:7]=[CH:6][CH:5]=[CH:4][CH:3]=1.C(O)C, predict the reaction product. The product is: [NH2:21][C:18]1[CH:19]=[CH:20][C:15]([S:12]([N:11]([O:24][CH:25]2[CH2:26][CH2:27][CH2:28][CH2:29][CH2:30]2)[CH2:10][C@@H:9]([OH:31])[C@@H:8]([NH:32][C:33](=[O:43])[O:34][C@@H:35]2[C@H:42]3[C@H:38]([O:39][CH2:40][CH2:41]3)[O:37][CH2:36]2)[CH2:1][C:2]2[CH:3]=[CH:4][CH:5]=[CH:6][CH:7]=2)(=[O:14])=[O:13])=[CH:16][CH:17]=1. (2) Given the reactants [H-].[Na+].[CH3:3][CH:4]([OH:6])[CH3:5].F[C:8]1[C:13]([CH3:14])=[C:12]([I:15])[C:11]([CH3:16])=[CH:10][N:9]=1.CC(OC)(C)C, predict the reaction product. The product is: [I:15][C:12]1[C:11]([CH3:16])=[CH:10][N:9]=[C:8]([O:6][CH:4]([CH3:5])[CH3:3])[C:13]=1[CH3:14]. (3) Given the reactants [CH2:1]([C:3]1[C:4]([OH:13])=[C:5]([C:9]([CH3:12])=[CH:10][CH:11]=1)[C:6]([OH:8])=[O:7])[CH3:2].C(N(C(C)C)CC)(C)C.[CH3:23][O:24][CH2:25]Cl, predict the reaction product. The product is: [CH2:1]([C:3]1[C:4]([O:13][CH2:23][O:24][CH3:25])=[C:5]([C:9]([CH3:12])=[CH:10][CH:11]=1)[C:6]([OH:8])=[O:7])[CH3:2]. (4) Given the reactants [C:1]([O:5][C:6](=[O:31])[CH2:7][O:8][C:9]1[C:14]2[CH2:15][CH2:16][CH2:17][CH2:18][CH:19]([NH:20][S:21]([C:24]3[CH:29]=[CH:28][C:27](Br)=[CH:26][N:25]=3)(=[O:23])=[O:22])[C:13]=2[CH:12]=[CH:11][CH:10]=1)([CH3:4])([CH3:3])[CH3:2].[OH:32][CH2:33][CH2:34][C:35]1[CH:36]=[C:37](B(O)O)[CH:38]=[CH:39][CH:40]=1.C([O-])([O-])=O.[K+].[K+], predict the reaction product. The product is: [C:1]([O:5][C:6](=[O:31])[CH2:7][O:8][C:9]1[C:14]2[CH2:15][CH2:16][CH2:17][CH2:18][CH:19]([NH:20][S:21]([C:24]3[CH:29]=[CH:28][C:27]([C:39]4[CH:38]=[CH:37][CH:36]=[C:35]([CH2:34][CH2:33][OH:32])[CH:40]=4)=[CH:26][N:25]=3)(=[O:23])=[O:22])[C:13]=2[CH:12]=[CH:11][CH:10]=1)([CH3:4])([CH3:3])[CH3:2]. (5) Given the reactants C(OC([N:8]1[CH2:13][CH2:12][N:11]([C:14]2[C:19]([C:20]3[CH:25]=[CH:24][C:23]([CH2:26][O:27][CH3:28])=[CH:22][CH:21]=3)=[N:18][CH:17]=[CH:16][N:15]=2)[CH2:10][CH2:9]1)=O)(C)(C)C.FC(F)(F)C(O)=O, predict the reaction product. The product is: [CH3:28][O:27][CH2:26][C:23]1[CH:24]=[CH:25][C:20]([C:19]2[C:14]([N:11]3[CH2:12][CH2:13][NH:8][CH2:9][CH2:10]3)=[N:15][CH:16]=[CH:17][N:18]=2)=[CH:21][CH:22]=1.